The task is: Predict the reaction yield, written as a fraction of the theoretical maximum amount of product (1.0 means a 100% yield; for example, 0.34 means a 34% yield).. This data is from Reaction yield outcomes from USPTO patents with 853,638 reactions. The yield is 0.550. The product is [Br:16][C:17]1[C:18]([F:23])=[C:19]([CH:20]=[CH:21][CH:22]=1)[C:24]([OH:26])=[O:25]. The catalyst is C1COCC1.CCCCCC. The reactants are CC1(C)CCCC(C)(C)N1.C([Li])CCC.[Br:16][C:17]1[CH:22]=[CH:21][CH:20]=[CH:19][C:18]=1[F:23].[C:24](=[O:26])=[O:25].